Dataset: Full USPTO retrosynthesis dataset with 1.9M reactions from patents (1976-2016). Task: Predict the reactants needed to synthesize the given product. (1) Given the product [NH2:16][C:12]1[CH:11]=[C:10]([O:9][CH3:8])[CH:15]=[CH:14][C:13]=1[C:17](=[O:24])[CH3:18], predict the reactants needed to synthesize it. The reactants are: ClB(Cl)Cl.C(Cl)Cl.[CH3:8][O:9][C:10]1[CH:15]=[CH:14][CH:13]=[C:12]([NH2:16])[CH:11]=1.[C:17](#N)[CH3:18].[Cl-].[Al+3].[Cl-].[Cl-].[OH-:24].[Na+]. (2) Given the product [CH3:1][O:2][C:3](=[O:16])[C:4]1[CH:12]=[C:11]([N+:13]([O-:15])=[O:14])[CH:10]=[C:6]([C:7]([N:26]([CH2:27][CH2:28][CH3:29])[CH2:23][CH2:24][CH3:25])=[O:9])[CH:5]=1, predict the reactants needed to synthesize it. The reactants are: [CH3:1][O:2][C:3](=[O:16])[C:4]1[CH:12]=[C:11]([N+:13]([O-:15])=[O:14])[CH:10]=[C:6]([C:7]([OH:9])=O)[CH:5]=1.C(Cl)(C(Cl)=O)=O.[CH2:23]([NH:26][CH2:27][CH2:28][CH3:29])[CH2:24][CH3:25].